This data is from Forward reaction prediction with 1.9M reactions from USPTO patents (1976-2016). The task is: Predict the product of the given reaction. (1) Given the reactants C(O[C:6]([NH:8][CH:9]([C:13]12[CH2:22][CH:17]3[CH2:18][CH:19]([CH2:21][C:15]([OH:23])([CH2:16]3)[CH2:14]1)[CH2:20]2)[C:10](O)=O)=O)(C)(C)C.CS(O)(=O)=O.[C@H:29]12[CH2:34][C@H:33]1[CH2:32][C@@H:31]([C:35]([NH2:37])=[O:36])[NH:30]2.[OH2:38].ON1[C:44]2[CH:45]=[CH:46][CH:47]=[CH:48][C:43]=2N=N1.Cl.C(N=C=N[CH2:55][CH2:56][CH2:57]N(C)C)C, predict the reaction product. The product is: [C:6]([NH:8][C@@H:9]([C:13]12[CH2:20][CH:19]3[CH2:18][CH:17]([CH2:16][C:15]([OH:23])([CH2:21]3)[CH2:14]1)[CH2:22]2)[C:10]([N:30]1[C@H:31]([C:35]([NH2:37])=[O:36])[CH2:32][C@H:33]2[C@@H:29]1[CH2:34]2)=[O:38])([C:55]1[CH:56]=[CH:57][CH:20]=[CH:19][CH:18]=1)([C:13]1[CH:22]=[CH:17][CH:16]=[CH:15][CH:14]=1)[C:43]1[CH:48]=[CH:47][CH:46]=[CH:45][CH:44]=1. (2) Given the reactants [C:1]1([C@@H:7]([NH2:9])[CH3:8])[CH:6]=[CH:5][CH:4]=[CH:3][CH:2]=1.[CH3:10][O:11][C:12](=[O:17])[CH2:13][C:14](=O)[CH3:15].[CH3:18][O:19][C:20](=[O:23])[C:21]#[CH:22], predict the reaction product. The product is: [CH3:18][O:19][C:20](=[O:23])[CH:21]=[CH:22][C:13](=[C:14]([NH:9][C@H:7]([C:1]1[CH:6]=[CH:5][CH:4]=[CH:3][CH:2]=1)[CH3:8])[CH3:15])[C:12]([O:11][CH3:10])=[O:17]. (3) Given the reactants [CH3:1][C:2](C)=O.OS(O)(=O)=O.O=[Cr](=O)=O.[Br:14][C:15]1[C:16](CC)=[CH:17][CH:18]=[C:19]([CH:21]2[C:25](=[O:26])[CH:24]=[CH:23][CH:22]2[OH:27])[CH:20]=1, predict the reaction product. The product is: [Br:14][C:15]1[CH:16]=[CH:17][C:18]([CH2:1][CH3:2])=[C:19]([CH:21]2[C:22](=[O:27])[CH:23]=[CH:24][C:25]2=[O:26])[CH:20]=1. (4) Given the reactants [Cl:1]N1C(=O)CCC1=O.[CH3:9][O:10][C:11]1[CH:16]=[N:15][N:14]([CH3:17])[C:13](=[O:18])[C:12]=1[C:19]1[C:24]([CH3:25])=[CH:23][C:22]([CH3:26])=[CH:21][C:20]=1[CH3:27], predict the reaction product. The product is: [Cl:1][C:21]1[C:20]([CH3:27])=[C:19]([C:12]2[C:13](=[O:18])[N:14]([CH3:17])[N:15]=[CH:16][C:11]=2[O:10][CH3:9])[C:24]([CH3:25])=[CH:23][C:22]=1[CH3:26]. (5) Given the reactants [CH3:1][N:2]([CH3:11])[C:3]1[C:4]([CH3:10])=[C:5]([CH:7]=[CH:8][CH:9]=1)[NH2:6].[C:12]([S-:14])#[N:13].[K+].C(Cl)(=O)C1C=CC=CC=1.[OH-].[K+], predict the reaction product. The product is: [CH3:1][N:2]([CH3:11])[C:3]1[C:4]([CH3:10])=[C:5]([NH:6][C:12]([NH2:13])=[S:14])[CH:7]=[CH:8][CH:9]=1.